Dataset: Full USPTO retrosynthesis dataset with 1.9M reactions from patents (1976-2016). Task: Predict the reactants needed to synthesize the given product. Given the product [Cl:1][C:2]1[CH:10]=[C:9]([N:11]2[CH:15]=[CH:14][CH:13]=[CH:12]2)[CH:8]=[CH:7][C:3]=1[C:4]([NH:36][NH2:37])=[O:5], predict the reactants needed to synthesize it. The reactants are: [Cl:1][C:2]1[CH:10]=[C:9]([N:11]2[CH:15]=[CH:14][CH:13]=[CH:12]2)[CH:8]=[CH:7][C:3]=1[C:4](O)=[O:5].C(N(CC)CC)C.Cl.CN(C)CCCN=C=NCC.O[N:36]1C2C=CC=CC=2N=[N:37]1.O.NN.